This data is from Reaction yield outcomes from USPTO patents with 853,638 reactions. The task is: Predict the reaction yield, written as a fraction of the theoretical maximum amount of product (1.0 means a 100% yield; for example, 0.34 means a 34% yield). (1) The reactants are S(Cl)(Cl)=O.[Cl:5][C:6]1[CH:22]=[CH:21][CH:20]=[C:19]([Cl:23])[C:7]=1[C:8]([NH:10][C:11]1[C:12]([C:16]([OH:18])=O)=[N:13][NH:14][CH:15]=1)=[O:9].C(N(CC)CC)C.[C:31]([O:35][C:36]([N:38]1[CH2:43][CH2:42][CH:41]([NH2:44])[CH2:40][CH2:39]1)=[O:37])([CH3:34])([CH3:33])[CH3:32]. The catalyst is C1(C)C=CC=CC=1.O1CCCC1. The product is [C:31]([O:35][C:36]([N:38]1[CH2:43][CH2:42][CH:41]([NH:44][C:16]([C:12]2[C:11]([NH:10][C:8](=[O:9])[C:7]3[C:19]([Cl:23])=[CH:20][CH:21]=[CH:22][C:6]=3[Cl:5])=[CH:15][NH:14][N:13]=2)=[O:18])[CH2:40][CH2:39]1)=[O:37])([CH3:34])([CH3:32])[CH3:33]. The yield is 0.971. (2) The reactants are [CH2:1]([C@@H:3]1[CH2:8][N:7]([C:9]([C:11]2[CH:20]=[CH:19][C:18]3[C:13](=[CH:14][CH:15]=[C:16]([O:21][C:22]4[CH:27]=[CH:26][C:25]([C:28]([F:31])([F:30])[F:29])=[CH:24][N:23]=4)[CH:17]=3)[N:12]=2)=[O:10])[CH2:6][CH2:5][N:4]1C(OC(C)(C)C)=O)[CH3:2].FC(F)(F)C1C=CC(OC2C=C3C(=CC=2)N=C(C(N2CCN(C(OC(C)(C)C)=O)CC2)=O)C=C3)=NC=1. No catalyst specified. The product is [CH2:1]([C@H:3]1[NH:4][CH2:5][CH2:6][N:7]([C:9]([C:11]2[CH:20]=[CH:19][C:18]3[C:13](=[CH:14][CH:15]=[C:16]([O:21][C:22]4[CH:27]=[CH:26][C:25]([C:28]([F:31])([F:30])[F:29])=[CH:24][N:23]=4)[CH:17]=3)[N:12]=2)=[O:10])[CH2:8]1)[CH3:2]. The yield is 0.850. (3) The reactants are [Br:1][C:2]1[CH:3]=[C:4]([O:12]C)[C:5]([C:8]([F:11])([F:10])[F:9])=[N:6][CH:7]=1.O.O.O.O.C(C(C(C([O-])=O)O)O)([O-])=O.[Na+].[K+]. The catalyst is C(O)(=O)C.Br.C(OCC)(=O)C. The product is [Br:1][C:2]1[CH:3]=[C:4]([OH:12])[C:5]([C:8]([F:9])([F:10])[F:11])=[N:6][CH:7]=1. The yield is 0.790.